This data is from Retrosynthesis with 50K atom-mapped reactions and 10 reaction types from USPTO. The task is: Predict the reactants needed to synthesize the given product. (1) Given the product CC(CCC(=O)O)(c1ccc2c(C(F)(F)F)c(O[C@H]3CC[C@H](C(F)(F)F)CC3)ccc2c1)[N+](=O)[O-], predict the reactants needed to synthesize it. The reactants are: COC(=O)CCC(C)(c1ccc2c(C(F)(F)F)c(O[C@H]3CC[C@H](C(F)(F)F)CC3)ccc2c1)[N+](=O)[O-]. (2) The reactants are: Oc1ccc(C2=Cc3ccc(O)cc3OC2)cc1. Given the product Oc1ccc(C2COc3cc(O)ccc3C2)cc1, predict the reactants needed to synthesize it.